Dataset: Forward reaction prediction with 1.9M reactions from USPTO patents (1976-2016). Task: Predict the product of the given reaction. (1) The product is: [ClH:54].[ClH:54].[CH:40]1([C@H:13]([NH:12][C:10](=[O:11])[C@H:9]([CH3:46])[NH:7][CH3:6])[C:14]([N:16]2[C@H:21]([C:22]([NH:23][C@H:24]3[C:33]4[C:28](=[CH:29][CH:30]=[CH:31][CH:32]=4)[O:27][CH2:26][CH2:25]3)=[O:34])[CH2:20][N:19]3[CH2:35][C:36]([F:38])([F:39])[CH2:37][C@@H:18]3[CH2:17]2)=[O:15])[CH2:45][CH2:44][CH2:43][CH2:42][CH2:41]1. Given the reactants C(O[C:6](=O)[N:7]([C@@H:9]([CH3:46])[C:10]([NH:12][C@@H:13]([CH:40]1[CH2:45][CH2:44][CH2:43][CH2:42][CH2:41]1)[C:14]([N:16]1[C@H:21]([C:22](=[O:34])[NH:23][C@H:24]2[C:33]3[C:28](=[CH:29][CH:30]=[CH:31][CH:32]=3)[O:27][CH2:26][CH2:25]2)[CH2:20][N:19]2[CH2:35][C:36]([F:39])([F:38])[CH2:37][C@@H:18]2[CH2:17]1)=[O:15])=[O:11])C)(C)(C)C.C(OCC)(=O)C.[ClH:54], predict the reaction product. (2) Given the reactants [Cl:1][C:2]1[CH:8]=[C:7]([O:9][C:10]2[C:19]3[C:14](=[CH:15][C:16]([O:22][CH3:23])=[C:17]([O:20][CH3:21])[CH:18]=3)[N:13]=[CH:12][N:11]=2)[CH:6]=[CH:5][C:3]=1[NH2:4].C1(C)C=CC=CC=1.C(N(CC)CC)C.Cl[C:39](Cl)([O:41]C(=O)OC(Cl)(Cl)Cl)Cl.[CH2:50]([O:52][C:53]1[CH:61]=[CH:60][CH:59]=[CH:58][C:54]=1[CH:55]([OH:57])[CH3:56])[CH3:51], predict the reaction product. The product is: [Cl:1][C:2]1[CH:8]=[C:7]([O:9][C:10]2[C:19]3[C:14](=[CH:15][C:16]([O:22][CH3:23])=[C:17]([O:20][CH3:21])[CH:18]=3)[N:13]=[CH:12][N:11]=2)[CH:6]=[CH:5][C:3]=1[NH:4][C:39](=[O:41])[O:57][CH:55]([C:54]1[CH:58]=[CH:59][CH:60]=[CH:61][C:53]=1[O:52][CH2:50][CH3:51])[CH3:56]. (3) Given the reactants Cl[C:2]1[N:7]=[C:6]([O:8][C:9]2[CH:35]=[CH:34][C:33]([C:36]([F:39])([F:38])[F:37])=[CH:32][C:10]=2[CH2:11][NH:12][C:13]([NH:15][C:16]2[N:20]([C:21]3[CH:26]=[CH:25][C:24]([CH3:27])=[CH:23][CH:22]=3)[N:19]=[C:18]([C:28]([CH3:31])([CH3:30])[CH3:29])[CH:17]=2)=[O:14])[CH:5]=[CH:4][N:3]=1.[NH:40]1[CH2:45][CH2:44][O:43][CH2:42][CH2:41]1, predict the reaction product. The product is: [O:43]1[CH2:44][CH2:45][N:40]([C:2]2[N:7]=[C:6]([O:8][C:9]3[CH:35]=[CH:34][C:33]([C:36]([F:39])([F:37])[F:38])=[CH:32][C:10]=3[CH2:11][NH:12][C:13]([NH:15][C:16]3[N:20]([C:21]4[CH:22]=[CH:23][C:24]([CH3:27])=[CH:25][CH:26]=4)[N:19]=[C:18]([C:28]([CH3:30])([CH3:31])[CH3:29])[CH:17]=3)=[O:14])[CH:5]=[CH:4][N:3]=2)[CH2:41][CH2:42]1.